Dataset: Forward reaction prediction with 1.9M reactions from USPTO patents (1976-2016). Task: Predict the product of the given reaction. (1) The product is: [F:1][C:2]1[CH:3]=[C:4]([CH:5]2[O:6][CH2:12]2)[CH:7]=[C:8]([F:11])[C:9]=1[F:10]. Given the reactants [F:1][C:2]1[CH:3]=[C:4]([CH:7]=[C:8]([F:11])[C:9]=1[F:10])[CH:5]=[O:6].[CH3:12]CCCC.C(OCC)C, predict the reaction product. (2) Given the reactants C([Si]([O:8][C:9]1[CH:14]=[CH:13][CH:12]=[C:11](I)[CH:10]=1)(C)C)(C)(C)C.Br[C:17]([F:24])([F:23])[C:18]([O:20][CH2:21][CH3:22])=[O:19].O, predict the reaction product. The product is: [F:23][C:17]([F:24])([C:11]1[CH:12]=[CH:13][CH:14]=[C:9]([OH:8])[CH:10]=1)[C:18]([O:20][CH2:21][CH3:22])=[O:19].